From a dataset of Full USPTO retrosynthesis dataset with 1.9M reactions from patents (1976-2016). Predict the reactants needed to synthesize the given product. (1) Given the product [CH3:9][O:8][C:7]1[C:2]([C:38]#[C:37][CH2:36][NH:39][C:40](=[O:45])[C:41]([F:44])([F:43])[F:42])=[CH:3][C:4]([N+:33]([O-:35])=[O:34])=[C:5]([C@@H:10]([O:15][CH2:16][C:17]2[C:18](=[O:32])[NH:19][C:20](=[O:31])[N:21]([CH:30]=2)[C@@H:22]2[O:29][C@H:26]([CH2:27][OH:28])[C@@H:24]([OH:25])[CH2:23]2)[C:11]([CH3:14])([CH3:12])[CH3:13])[CH:6]=1, predict the reactants needed to synthesize it. The reactants are: I[C:2]1[C:7]([O:8][CH3:9])=[CH:6][C:5]([C@@H:10]([O:15][CH2:16][C:17]2[C:18](=[O:32])[NH:19][C:20](=[O:31])[N:21]([CH:30]=2)[C@@H:22]2[O:29][C@H:26]([CH2:27][OH:28])[C@@H:24]([OH:25])[CH2:23]2)[C:11]([CH3:14])([CH3:13])[CH3:12])=[C:4]([N+:33]([O-:35])=[O:34])[CH:3]=1.[CH2:36]([N-:39][C:40](=[O:45])[C:41]([F:44])([F:43])[F:42])[C:37]#[CH:38].CCN(CC)CC. (2) Given the product [OH:17][CH:8]([CH2:9][CH2:10][C:11]1[CH:16]=[CH:15][CH:14]=[CH:13][CH:12]=1)[CH2:7][C:6]1[C:2]([CH3:1])=[N:3][O:4][C:5]=1[C:18]1[CH:19]=[CH:20][C:21]([C:24]2[CH:29]=[CH:28][C:27]([C:30]3([C:33]([OH:35])=[O:34])[CH2:32][CH2:31]3)=[CH:26][CH:25]=2)=[CH:22][CH:23]=1, predict the reactants needed to synthesize it. The reactants are: [CH3:1][C:2]1[C:6]([CH2:7][C:8](=[O:17])[CH2:9][CH2:10][C:11]2[CH:16]=[CH:15][CH:14]=[CH:13][CH:12]=2)=[C:5]([C:18]2[CH:23]=[CH:22][C:21]([C:24]3[CH:29]=[CH:28][C:27]([C:30]4([C:33]([OH:35])=[O:34])[CH2:32][CH2:31]4)=[CH:26][CH:25]=3)=[CH:20][CH:19]=2)[O:4][N:3]=1.[BH4-].[Na+]. (3) Given the product [CH2:1]([O:8][C:9]([N:11]1[CH2:16][CH2:15][CH:14]([O:17][CH2:21][C:22]2[CH:27]=[CH:26][N:25]=[C:24]([C:28]3[CH:33]=[C:32]([O:34][CH3:35])[C:31]([O:36][CH3:37])=[C:30]([O:38][CH3:39])[CH:29]=3)[CH:23]=2)[CH2:13][CH2:12]1)=[O:10])[C:2]1[CH:7]=[CH:6][CH:5]=[CH:4][CH:3]=1, predict the reactants needed to synthesize it. The reactants are: [CH2:1]([O:8][C:9]([N:11]1[CH2:16][CH2:15][CH:14]([OH:17])[CH2:13][CH2:12]1)=[O:10])[C:2]1[CH:7]=[CH:6][CH:5]=[CH:4][CH:3]=1.[H-].[Na+].Cl[CH2:21][C:22]1[CH:27]=[CH:26][N:25]=[C:24]([C:28]2[CH:33]=[C:32]([O:34][CH3:35])[C:31]([O:36][CH3:37])=[C:30]([O:38][CH3:39])[CH:29]=2)[CH:23]=1.[I-].[K+]. (4) Given the product [C:40]([O:39][CH2:38][N:26]1[C:24]2[C:23](=[CH:22][CH:21]=[C:20]([O:19][CH2:18][CH2:17][CH2:16][CH2:15][N:12]3[CH2:13][CH2:14][N:9]([C:3]4[CH:2]=[CH:1][CH:6]=[C:5]([Cl:7])[C:4]=4[Cl:8])[CH2:10][CH2:11]3)[CH:25]=2)[CH2:30][CH2:29][C:27]1=[O:28])(=[O:35])[CH2:41][CH2:22][CH2:21][CH2:20][CH2:25][CH2:24][CH2:23][CH2:30][CH3:29], predict the reactants needed to synthesize it. The reactants are: [CH:1]1[CH:2]=[C:3]([N:9]2[CH2:14][CH2:13][N:12]([CH2:15][CH2:16][CH2:17][CH2:18][O:19][C:20]3[CH:21]=[CH:22][C:23]4[CH2:30][CH2:29][C:27](=[O:28])[NH:26][C:24]=4[CH:25]=3)[CH2:11][CH2:10]2)[C:4]([Cl:8])=[C:5]([Cl:7])[CH:6]=1.[H-].[Na+].[I-].[Na+].[OH2:35].O1[CH2:41][CH2:40][O:39][CH2:38]C1. (5) Given the product [NH4+:6].[OH-:22].[O:22]=[C:14]1[NH:13][C:17]2=[N:18][CH:19]=[CH:20][CH:21]=[C:16]2[C:15]21[CH2:9][C:8]1[CH:7]=[N:6][C:5]([C:11]#[N:12])=[CH:4][C:3]=1[CH2:2]2, predict the reactants needed to synthesize it. The reactants are: Br[CH2:2][C:3]1[C:8]([CH2:9]Br)=[CH:7][N:6]=[C:5]([C:11]#[N:12])[CH:4]=1.[NH:13]1[C:17]2=[N:18][CH:19]=[CH:20][CH:21]=[C:16]2[CH2:15][C:14]1=[O:22].O.[OH-].[Li+].